Dataset: Full USPTO retrosynthesis dataset with 1.9M reactions from patents (1976-2016). Task: Predict the reactants needed to synthesize the given product. (1) Given the product [CH2:1]([O:8][C:9]1[CH:10]=[C:11]2[C:15](=[CH:16][CH:17]=1)[N:14]([CH2:18][C:24](=[O:25])[NH2:26])[C:13]([NH2:19])=[C:12]2[C:20]#[N:21])[C:2]1[CH:7]=[CH:6][CH:5]=[CH:4][CH:3]=1.[CH2:1]([O:8][C:9]1[CH:10]=[C:11]2[C:15](=[CH:16][CH:17]=1)[NH:14][C:13]([NH2:19])=[C:12]2[C:20]#[N:21])[C:2]1[CH:7]=[CH:6][CH:5]=[CH:4][CH:3]=1, predict the reactants needed to synthesize it. The reactants are: [CH2:1]([O:8][C:9]1[CH:10]=[C:11]2[C:15](=[CH:16][CH:17]=1)[N:14]([CH3:18])[C:13]([NH2:19])=[C:12]2[C:20]#[N:21])[C:2]1[CH:7]=[CH:6][CH:5]=[CH:4][CH:3]=1.IC[C:24]([NH2:26])=[O:25]. (2) Given the product [N:1]1[CH:6]=[CH:5][C:4]([NH:7][C:8]2[C:12]([C:13]([NH2:14])=[O:36])=[CH:11][NH:10][N:9]=2)=[CH:3][CH:2]=1, predict the reactants needed to synthesize it. The reactants are: [N:1]1[CH:6]=[CH:5][C:4]([NH:7][C:8]2[C:12]([C:13]#[N:14])=[CH:11][N:10](COCC[Si](C)(C)C)[N:9]=2)=[CH:3][CH:2]=1.N1C=CC(NC2N(C[O:36]CC[Si](C)(C)C)N=CC=2C#N)=CC=1.[OH-].[Na+].OO.Cl. (3) Given the product [CH2:1]([N:3]1[CH2:4][CH2:5][N:6]([CH:9]([C:21]2[CH:22]=[CH:23][C:24]([C:27]([F:29])([F:30])[F:28])=[CH:25][CH:26]=2)[C:10]2[C:19]([O:20][CH3:33])=[C:18]3[C:13]([CH:14]=[CH:15][CH:16]=[N:17]3)=[CH:12][CH:11]=2)[CH2:7][CH2:8]1)[CH3:2], predict the reactants needed to synthesize it. The reactants are: [CH2:1]([N:3]1[CH2:8][CH2:7][N:6]([CH:9]([C:21]2[CH:26]=[CH:25][C:24]([C:27]([F:30])([F:29])[F:28])=[CH:23][CH:22]=2)[C:10]2[C:19]([OH:20])=[C:18]3[C:13]([CH:14]=[CH:15][CH:16]=[N:17]3)=[CH:12][CH:11]=2)[CH2:5][CH2:4]1)[CH3:2].[N+](=[CH2:33])=[N-]. (4) Given the product [F:1][C:2]1[CH:11]=[CH:10][CH:9]=[C:8]2[C:3]=1[CH2:4][CH2:5][CH2:6][CH:7]2[C:19]([OH:21])=[O:20], predict the reactants needed to synthesize it. The reactants are: [F:1][C:2]1[CH:11]=[CH:10][CH:9]=[C:8]2[C:3]=1[CH2:4][CH2:5][CH2:6][C:7]2=O.[Si](C#N)(C)(C)C.[C:19]([O-])([OH:21])=[O:20].[Na+]. (5) The reactants are: [Cl:1][C:2]1[CH:3]=[C:4]2[C:9](=[CH:10][CH:11]=1)[O:8][CH2:7][CH2:6][CH:5]2[C:12]([OH:14])=O.[CH3:15][N:16]([CH3:34])[C:17]1[CH:22]=[CH:21][C:20]([CH2:23][NH:24][C:25]2[CH:30]=[CH:29][C:28]([CH:31]([CH3:33])[CH3:32])=[CH:27][CH:26]=2)=[CH:19][CH:18]=1. Given the product [Cl:1][C:2]1[CH:3]=[C:4]2[C:9](=[CH:10][CH:11]=1)[O:8][CH2:7][CH2:6][CH:5]2[C:12]([N:24]([CH2:23][C:20]1[CH:19]=[CH:18][C:17]([N:16]([CH3:34])[CH3:15])=[CH:22][CH:21]=1)[C:25]1[CH:26]=[CH:27][C:28]([CH:31]([CH3:33])[CH3:32])=[CH:29][CH:30]=1)=[O:14], predict the reactants needed to synthesize it. (6) Given the product [CH3:20][S:19][CH:14]([O:13][C:9]1[CH:10]=[C:11]2[C:6](=[CH:7][CH:8]=1)[N:5]=[CH:4][C:3]([CH:1]=[CH2:2])=[CH:12]2)[C:15]([O:17][CH3:18])=[O:16], predict the reactants needed to synthesize it. The reactants are: [C:1]([C:3]1[CH:4]=[N:5][C:6]2[C:11]([CH:12]=1)=[CH:10][C:9]([O:13][CH:14]([S:19][CH3:20])[C:15]([O:17][CH3:18])=[O:16])=[CH:8][CH:7]=2)#[CH:2].N1C2C(=CC=CC=2)C=CC=1.